Task: Predict the reactants needed to synthesize the given product.. Dataset: Full USPTO retrosynthesis dataset with 1.9M reactions from patents (1976-2016) (1) Given the product [CH3:1][O:2][C:3](=[O:13])[CH:4]([C:6]1[CH:11]=[CH:10][C:9]([NH:12][C:36]([C:33]2[CH:34]=[C:35]3[C:30]([CH2:29][CH2:28][CH2:27][N:26]3[S:23]([C:17]3[CH:18]=[C:19]([CH3:22])[CH:20]=[CH:21][C:16]=3[O:15][CH3:14])(=[O:25])=[O:24])=[CH:31][CH:32]=2)=[O:37])=[CH:8][CH:7]=1)[CH3:5], predict the reactants needed to synthesize it. The reactants are: [CH3:1][O:2][C:3](=[O:13])[CH:4]([C:6]1[CH:11]=[CH:10][C:9]([NH2:12])=[CH:8][CH:7]=1)[CH3:5].[CH3:14][O:15][C:16]1[CH:21]=[CH:20][C:19]([CH3:22])=[CH:18][C:17]=1[S:23]([N:26]1[C:35]2[C:30](=[CH:31][CH:32]=[C:33]([C:36](O)=[O:37])[CH:34]=2)[CH2:29][CH2:28][CH2:27]1)(=[O:25])=[O:24]. (2) Given the product [CH3:19][O:20][C:21]1[CH:26]=[CH:25][C:24]([NH:27][C:28]2[S:29][C:6]([C:3]3[CH:4]=[CH:5][S:1][CH:2]=3)=[CH:7][N:30]=2)=[C:23]([C:31]([F:34])([F:32])[F:33])[CH:22]=1, predict the reactants needed to synthesize it. The reactants are: [S:1]1[CH:5]=[CH:4][C:3]([C:6]2SC(NC3C=CC(O)=CC=3)=N[CH:7]=2)=[CH:2]1.[CH3:19][O:20][C:21]1[CH:26]=[CH:25][C:24]([NH:27][C:28]([NH2:30])=[S:29])=[C:23]([C:31]([F:34])([F:33])[F:32])[CH:22]=1.NC(N)=S.CCN(C(C)C)C(C)C. (3) Given the product [CH:44]([Si:25]([CH:41]([CH3:43])[CH3:42])([CH2:26][CH2:27][C:28]([F:40])([F:39])[C:29]([F:37])([F:38])[C:30]([F:35])([F:36])[C:31]([F:32])([F:33])[F:34])[O:1][CH:2]([C:5]1[CH:10]=[C:9]([I:11])[N:8]([CH2:12][C:13]#[CH:14])[C:7](=[O:15])[C:6]=1[CH3:16])[CH2:3][CH3:4])([CH3:45])[CH3:46], predict the reactants needed to synthesize it. The reactants are: [OH:1][CH:2]([C:5]1[CH:10]=[C:9]([I:11])[N:8]([CH2:12][C:13]#[CH:14])[C:7](=[O:15])[C:6]=1[CH3:16])[CH2:3][CH3:4].CCN(CC)CC.Br[Si:25]([CH:44]([CH3:46])[CH3:45])([CH:41]([CH3:43])[CH3:42])[CH2:26][CH2:27][C:28]([F:40])([F:39])[C:29]([F:38])([F:37])[C:30]([F:36])([F:35])[C:31]([F:34])([F:33])[F:32]. (4) Given the product [Br:21][C:18]1[CH:19]=[CH:20][C:12]2[C:11]3[N:22]=[C:8]([N:7]4[C:2]([CH3:25])([CH3:24])[C:3](=[O:4])[NH:5][C:6]4=[O:23])[S:9][C:10]=3[CH2:16][CH2:15][O:14][C:13]=2[CH:17]=1, predict the reactants needed to synthesize it. The reactants are: Br[C:2]([CH3:25])([CH3:24])[C:3]([NH:5][C:6](=[O:23])[NH:7][C:8]1[S:9][C:10]2[CH2:16][CH2:15][O:14][C:13]3[CH:17]=[C:18]([Br:21])[CH:19]=[CH:20][C:12]=3[C:11]=2[N:22]=1)=[O:4].C(=O)([O-])[O-]. (5) Given the product [Cl:8][C:6]1[C:5]([CH:9]=[O:10])=[CH:4][N:3]=[C:2]([Cl:1])[CH:7]=1, predict the reactants needed to synthesize it. The reactants are: [Cl:1][C:2]1[CH:7]=[C:6]([Cl:8])[C:5]([C:9](OCC)=[O:10])=[CH:4][N:3]=1.